The task is: Predict the reactants needed to synthesize the given product.. This data is from Full USPTO retrosynthesis dataset with 1.9M reactions from patents (1976-2016). (1) Given the product [Cl:38][C:23]1[C:24]([NH:26][C@@H:27]2[CH2:32][CH2:31][CH2:30][CH2:29][C@H:28]2[NH:33][S:34]([CH3:37])(=[O:36])=[O:35])=[N:25][C:20]([NH:16][C:13]2[CH:14]=[CH:15][C:5]3[N:4]([CH:1]([CH3:3])[CH3:2])[C:10](=[O:11])[CH2:9][CH2:8][CH2:7][C:6]=3[CH:12]=2)=[N:21][CH:22]=1, predict the reactants needed to synthesize it. The reactants are: [CH:1]([N:4]1[C:10](=[O:11])[CH2:9][CH2:8][CH2:7][C:6]2[CH:12]=[C:13]([N+:16]([O-])=O)[CH:14]=[CH:15][C:5]1=2)([CH3:3])[CH3:2].Cl[C:20]1[N:25]=[C:24]([NH:26][C@@H:27]2[CH2:32][CH2:31][CH2:30][CH2:29][C@H:28]2[NH:33][S:34]([CH3:37])(=[O:36])=[O:35])[C:23]([Cl:38])=[CH:22][N:21]=1. (2) Given the product [Br:1][C:2]1[N:7]=[CH:6][C:5]([C:8]([CH3:13])([CH3:12])[C:9]([NH:18][CH2:14][CH:15]([CH3:17])[CH3:16])=[O:11])=[CH:4][CH:3]=1, predict the reactants needed to synthesize it. The reactants are: [Br:1][C:2]1[N:7]=[CH:6][C:5]([C:8]([CH3:13])([CH3:12])[C:9]([OH:11])=O)=[CH:4][CH:3]=1.[CH2:14]([NH2:18])[CH:15]([CH3:17])[CH3:16]. (3) Given the product [CH2:8]([O:7][P:5]([O:11][CH2:12][C:13]1[CH:30]=[CH:29][C:28]([F:31])=[CH:27][C:14]=1[C:15]([OH:17])=[O:16])([O:4][CH2:1][CH:2]=[CH2:3])=[O:6])[CH:9]=[CH2:10], predict the reactants needed to synthesize it. The reactants are: [CH2:1]([O:4][P:5]([O:11][CH2:12][C:13]1[CH:30]=[CH:29][C:28]([F:31])=[CH:27][C:14]=1[C:15]([O:17]CC1C=CC(OC)=CC=1)=[O:16])([O:7][CH2:8][CH:9]=[CH2:10])=[O:6])[CH:2]=[CH2:3].C1(OC)C=CC=CC=1.FC(F)(F)C(O)=O. (4) Given the product [NH2:30][CH:31]1[CH2:32][C:33]([C:2]2[C:6]3[CH:7]=[N:8][C:9]([NH2:23])=[C:10]([O:11][C@@H:12]([C:14]4[C:19]([Cl:20])=[CH:18][CH:17]=[C:16]([F:21])[C:15]=4[Cl:22])[CH3:13])[C:5]=3[O:4][CH:3]=2)=[CH:34][CH2:35][CH2:36]1, predict the reactants needed to synthesize it. The reactants are: Br[C:2]1[C:6]2[CH:7]=[N:8][C:9]([NH2:23])=[C:10]([O:11][C@@H:12]([C:14]3[C:19]([Cl:20])=[CH:18][CH:17]=[C:16]([F:21])[C:15]=3[Cl:22])[CH3:13])[C:5]=2[O:4][CH:3]=1.C(OC(=O)[NH:30][CH:31]1[CH2:36][CH2:35][CH:34]=[C:33](B2OC(C)(C)C(C)(C)O2)[CH2:32]1)(C)(C)C.C(OC(=O)NC1CCCC(B2OC(C)(C)C(C)(C)O2)=C1)(C)(C)C. (5) Given the product [Br:42][C:8]1[CH:9]=[CH:10][C:11]2[C:12]3[C:4](=[CH:3][C:2]([I:1])=[CH:14][CH:13]=3)[C:5](=[O:15])[C:6]=2[CH:7]=1, predict the reactants needed to synthesize it. The reactants are: [I:1][C:2]1[CH:14]=[CH:13][C:12]2[C:11]3[C:6](=[CH:7][CH:8]=[CH:9][CH:10]=3)[C:5](=[O:15])[C:4]=2[CH:3]=1.C(O)(=O)C.C(O)(=O)C.IC1C=CC=CC=1.CC(OC(C)=O)=O.CC(O)=O.[Br:42]Br. (6) Given the product [OH:7][CH:8]1[C:12]2[N:13]=[CH:14][N:15]=[C:16]([N:17]3[CH2:22][CH2:21][N:20]([C:23]([O:25][C:26]([CH3:29])([CH3:28])[CH3:27])=[O:24])[CH2:19][CH2:18]3)[C:11]=2[C@H:10]([CH3:30])[CH2:9]1, predict the reactants needed to synthesize it. The reactants are: O[Li].O.C([O:7][CH:8]1[C:12]2[N:13]=[CH:14][N:15]=[C:16]([N:17]3[CH2:22][CH2:21][N:20]([C:23]([O:25][C:26]([CH3:29])([CH3:28])[CH3:27])=[O:24])[CH2:19][CH2:18]3)[C:11]=2[C@H:10]([CH3:30])[CH2:9]1)(=O)C.C1COCC1.[NH4+].[Cl-]. (7) Given the product [N+:14]([C:9]1[CH:10]=[CH:11][CH:12]=[CH:13][C:8]=1[N:1]1[CH2:6][CH2:5][NH:4][CH2:3][CH2:2]1)([O-:16])=[O:15], predict the reactants needed to synthesize it. The reactants are: [NH:1]1[CH2:6][CH2:5][NH:4][CH2:3][CH2:2]1.F[C:8]1[CH:13]=[CH:12][CH:11]=[CH:10][C:9]=1[N+:14]([O-:16])=[O:15].O. (8) Given the product [CH3:14][C:9]1[CH:8]=[C:7]2[C:12]([CH:13]=[C:5]([C:3]([OH:2])=[O:4])[N:6]2[CH2:16][C:17]2[C:26]3[C:21](=[CH:22][CH:23]=[CH:24][CH:25]=3)[CH:20]=[CH:19][CH:18]=2)=[CH:11][CH:10]=1, predict the reactants needed to synthesize it. The reactants are: C[O:2][C:3]([C:5]1[NH:6][C:7]2[C:12]([CH:13]=1)=[CH:11][CH:10]=[C:9]([CH3:14])[CH:8]=2)=[O:4].Br[CH2:16][C:17]1[C:26]2[C:21](=[CH:22][CH:23]=[CH:24][CH:25]=2)[CH:20]=[CH:19][CH:18]=1.